Dataset: Reaction yield outcomes from USPTO patents with 853,638 reactions. Task: Predict the reaction yield, written as a fraction of the theoretical maximum amount of product (1.0 means a 100% yield; for example, 0.34 means a 34% yield). (1) The reactants are [ClH:1].[NH2:2][C@@H:3]([CH3:10])[C:4]([O:6][CH:7]([CH3:9])[CH3:8])=[O:5].[P:11](Cl)(Cl)(=[O:19])[O:12][C:13]1[CH:18]=[CH:17][CH:16]=[CH:15][CH:14]=1.C(N(CC)CC)C. The catalyst is C(Cl)Cl. The product is [Cl:1][C:14]1[CH:15]=[CH:16][CH:17]=[CH:18][C:13]=1[O:12][P:11](=[N:2][C@@H:3]([CH3:10])[C:4]([O:6][CH:7]([CH3:9])[CH3:8])=[O:5])=[O:19]. The yield is 0.880. (2) The reactants are [N+:1]([CH2:4][CH2:5][CH2:6][C:7]([O:9]C)=O)([O-:3])=[O:2].[CH3:11][NH2:12]. No catalyst specified. The product is [CH3:11][NH:12][C:7](=[O:9])[CH2:6][CH2:5][CH2:4][N+:1]([O-:3])=[O:2]. The yield is 0.980. (3) The reactants are [Br:1][C:2]1[CH:9]=[CH:8][C:5]([CH:6]=O)=[C:4]([O:10][CH3:11])[CH:3]=1.[N:12]1([C:18]([O:20][C:21]([CH3:24])([CH3:23])[CH3:22])=[O:19])[CH2:17][CH2:16][NH:15][CH2:14][CH2:13]1.ClCCl.C(O[BH-](OC(=O)C)OC(=O)C)(=O)C.[Na+]. The catalyst is O. The product is [Br:1][C:2]1[CH:9]=[CH:8][C:5]([CH2:6][N:15]2[CH2:14][CH2:13][N:12]([C:18]([O:20][C:21]([CH3:24])([CH3:23])[CH3:22])=[O:19])[CH2:17][CH2:16]2)=[C:4]([O:10][CH3:11])[CH:3]=1. The yield is 0.860. (4) The reactants are [C:1]([O:7][CH2:8][N:9]1[C:13]2[N:14]=[CH:15][N:16]=[C:17](Cl)[C:12]=2[CH:11]=[CH:10]1)(=[O:6])[C:2]([CH3:5])([CH3:4])[CH3:3].[CH:19]1([CH:24]([N:28]2[CH:32]=[C:31](B3OC(C)(C)C(C)(C)O3)[CH:30]=[N:29]2)[CH2:25][C:26]#[N:27])[CH2:23][CH2:22][CH2:21][CH2:20]1.COCCOC.O.C(=O)([O-])[O-].[K+].[K+]. The catalyst is C1C=CC([P]([Pd]([P](C2C=CC=CC=2)(C2C=CC=CC=2)C2C=CC=CC=2)([P](C2C=CC=CC=2)(C2C=CC=CC=2)C2C=CC=CC=2)[P](C2C=CC=CC=2)(C2C=CC=CC=2)C2C=CC=CC=2)(C2C=CC=CC=2)C2C=CC=CC=2)=CC=1. The product is [C:1]([O:7][CH2:8][N:9]1[C:13]2[N:14]=[CH:15][N:16]=[C:17]([C:31]3[CH:30]=[N:29][N:28]([CH:24]([CH:19]4[CH2:23][CH2:22][CH2:21][CH2:20]4)[CH2:25][C:26]#[N:27])[CH:32]=3)[C:12]=2[CH:11]=[CH:10]1)(=[O:6])[C:2]([CH3:5])([CH3:4])[CH3:3]. The yield is 0.886. (5) The reactants are [CH:1]([C:4]1[N:5]=[CH:6][NH:7][C:8]=1[CH2:9][OH:10])([CH3:3])[CH3:2]. The catalyst is CC(C)=O.[O-2].[O-2].[Mn+4]. The product is [CH:1]([C:4]1[N:5]=[CH:6][NH:7][C:8]=1[CH:9]=[O:10])([CH3:3])[CH3:2]. The yield is 0.370. (6) The reactants are [Cl:1][C:2]1[C:10]2[O:9][CH2:8][O:7][C:6]=2[CH:5]=[C:4]([CH2:11]Cl)[CH:3]=1.[C-:13]#[N:14].[Na+].O. The catalyst is CS(C)=O. The product is [Cl:1][C:2]1[C:10]2[O:9][CH2:8][O:7][C:6]=2[CH:5]=[C:4]([CH2:11][C:13]#[N:14])[CH:3]=1. The yield is 0.580.